Dataset: Catalyst prediction with 721,799 reactions and 888 catalyst types from USPTO. Task: Predict which catalyst facilitates the given reaction. (1) Reactant: C[O:2][C:3]1[CH:12]=[C:11]2[C:6]([C:7](=[O:34])[C:8]([C:24]3[CH:33]=[CH:32][C:27]([C:28]([O:30]C)=[O:29])=[CH:26][CH:25]=3)=[C:9]([CH2:13][C:14]3[CH:19]=[CH:18][C:17]([C:20]([O:22]C)=[O:21])=[CH:16][CH:15]=3)[S:10]2)=[CH:5][CH:4]=1.B(Br)(Br)Br.Cl. Product: [C:20]([C:17]1[CH:16]=[CH:15][C:14]([CH2:13][C:9]2[S:10][C:11]3[C:6]([C:7](=[O:34])[C:8]=2[C:24]2[CH:33]=[CH:32][C:27]([C:28]([OH:30])=[O:29])=[CH:26][CH:25]=2)=[CH:5][CH:4]=[C:3]([OH:2])[CH:12]=3)=[CH:19][CH:18]=1)([OH:22])=[O:21]. The catalyst class is: 2. (2) Reactant: [Cl:1][C:2]1[C:3]([S:33]([CH2:36][CH3:37])(=[O:35])=[O:34])=[C:4]([CH:29]=[C:30]([Cl:32])[CH:31]=1)[CH2:5][N:6]1[C:15](=[O:16])[C:14]2[C:9](=[CH:10][C:11]([CH2:21][N:22]3[CH2:27][CH2:26][NH:25][CH2:24][CH2:23]3)=[C:12]([C:17]([F:20])([F:19])[F:18])[CH:13]=2)[NH:8][C:7]1=[O:28].C=O.[C:40](=O)(O)[O-].[Na+].ClCCl. Product: [Cl:1][C:2]1[C:3]([S:33]([CH2:36][CH3:37])(=[O:34])=[O:35])=[C:4]([CH:29]=[C:30]([Cl:32])[CH:31]=1)[CH2:5][N:6]1[C:15](=[O:16])[C:14]2[C:9](=[CH:10][C:11]([CH2:21][N:22]3[CH2:23][CH2:24][N:25]([CH3:40])[CH2:26][CH2:27]3)=[C:12]([C:17]([F:18])([F:19])[F:20])[CH:13]=2)[NH:8][C:7]1=[O:28]. The catalyst class is: 106. (3) Reactant: Cl.[NH2:2][CH2:3][C:4]1[CH:12]=[CH:11][CH:10]=[C:9]2[C:5]=1[C:6](=[O:22])[N:7]([CH:14]1[CH2:19][CH2:18][C:17](=[O:20])[NH:16][C:15]1=[O:21])[C:8]2=[O:13].[CH2:23]1[O:31][C:30]2[CH:29]=[CH:28][C:27]([N:32]=[C:33]=[O:34])=[CH:26][C:25]=2[O:24]1.C(N(C(C)C)CC)(C)C. Product: [CH2:23]1[O:31][C:30]2[CH:29]=[CH:28][C:27]([NH:32][C:33]([NH:2][CH2:3][C:4]3[CH:12]=[CH:11][CH:10]=[C:9]4[C:5]=3[C:6](=[O:22])[N:7]([CH:14]3[CH2:19][CH2:18][C:17](=[O:20])[NH:16][C:15]3=[O:21])[C:8]4=[O:13])=[O:34])=[CH:26][C:25]=2[O:24]1. The catalyst class is: 17. (4) Reactant: [Br:1][C:2]1[C:10]2[O:9][C:8](=[O:11])[NH:7][C:6]=2[CH:5]=[CH:4][CH:3]=1.C([O-])([O-])=O.[K+].[K+].Cl[C:19]([F:24])([F:23])C([O-])=O.[Na+]. Product: [Br:1][C:2]1[C:10]2[O:9][C:8](=[O:11])[N:7]([CH:19]([F:24])[F:23])[C:6]=2[CH:5]=[CH:4][CH:3]=1. The catalyst class is: 3. (5) Reactant: [Li]CCCC.[CH3:6][N:7]([CH3:16])[S:8]([N:11]1[CH:15]=[CH:14][N:13]=[CH:12]1)(=[O:10])=[O:9].C(Br)(Br)(Br)[Br:18].O. Product: [Br:18][C:12]1[N:11]([S:8]([N:7]([CH3:16])[CH3:6])(=[O:9])=[O:10])[CH:15]=[CH:14][N:13]=1. The catalyst class is: 1. (6) Reactant: [NH:1]1[CH:5]=[CH:4][C:3]([N:6]2[C:14](=[O:15])[C:13]3[C:8](=[CH:9][CH:10]=[CH:11][CH:12]=3)[C:7]2=[O:16])=[N:2]1.C(=O)([O-])[O-].[K+].[K+].[F:23][C:24]1[C:29]([CH2:30]O)=[C:28]([F:32])[CH:27]=[CH:26][C:25]=1[NH:33][C:34](=[O:36])[CH3:35]. Product: [O:16]=[C:7]1[C:8]2[C:13](=[CH:12][CH:11]=[CH:10][CH:9]=2)[C:14](=[O:15])[N:6]1[C:3]1[CH:4]=[CH:5][N:1]([CH2:30][C:29]2[C:24]([F:23])=[C:25]([NH:33][C:34](=[O:36])[CH3:35])[CH:26]=[CH:27][C:28]=2[F:32])[N:2]=1. The catalyst class is: 10.